The task is: Regression. Given a peptide amino acid sequence and an MHC pseudo amino acid sequence, predict their binding affinity value. This is MHC class II binding data.. This data is from Peptide-MHC class II binding affinity with 134,281 pairs from IEDB. (1) The peptide sequence is FNGGESKLKAEATTD. The MHC is DRB1_1501 with pseudo-sequence DRB1_1501. The binding affinity (normalized) is 0.187. (2) The MHC is DRB1_1302 with pseudo-sequence DRB1_1302. The peptide sequence is SQDLEGSWNLNGLQAY. The binding affinity (normalized) is 0.418. (3) The peptide sequence is GELQIVWKIDAAFKI. The MHC is DRB1_1501 with pseudo-sequence DRB1_1501. The binding affinity (normalized) is 0.645. (4) The peptide sequence is SGTVDFDEFMEMMTG. The MHC is DRB1_1201 with pseudo-sequence DRB1_1201. The binding affinity (normalized) is 0.